This data is from Reaction yield outcomes from USPTO patents with 853,638 reactions. The task is: Predict the reaction yield, written as a fraction of the theoretical maximum amount of product (1.0 means a 100% yield; for example, 0.34 means a 34% yield). (1) The product is [C:12]([NH:11][S:10]([C:8]1[CH:9]=[C:4]([CH2:3][OH:2])[CH:5]=[C:6]([S:18]([NH:19][C:20]([CH3:23])([CH3:22])[CH3:21])(=[O:24])=[O:25])[CH:7]=1)(=[O:17])=[O:16])([CH3:15])([CH3:14])[CH3:13]. The yield is 0.940. The catalyst is C1COCC1.CCOC(C)=O. The reactants are C[O:2][C:3](=O)[C:4]1[CH:9]=[C:8]([S:10](=[O:17])(=[O:16])[NH:11][C:12]([CH3:15])([CH3:14])[CH3:13])[CH:7]=[C:6]([S:18](=[O:25])(=[O:24])[NH:19][C:20]([CH3:23])([CH3:22])[CH3:21])[CH:5]=1.[Li+].[BH4-]. (2) The reactants are N1C=CC=CC=1.[Si:7](Cl)([C:10]([CH3:13])([CH3:12])[CH3:11])([CH3:9])[CH3:8].[CH:15]1([OH:21])[CH2:20][CH2:19][CH2:18][CH:17]=[CH:16]1. The catalyst is C(Cl)Cl. The product is [C:10]([Si:7]([O:21][CH:15]1[CH2:20][CH2:19][CH2:18][CH:17]=[CH:16]1)([CH3:9])[CH3:8])([CH3:13])([CH3:12])[CH3:11]. The yield is 0.970. (3) The reactants are [CH:1]1[CH:6]=[C:5]2[C:7]([NH:9][C:10]([NH:12][C:4]2=[CH:3][CH:2]=1)=O)=[O:8].[Li]C(C)(C)C.C(=O)=O. The product is [CH:1]1[CH:2]=[CH:3][C:4]2[N:12]=[CH:10][NH:9][C:7](=[O:8])[C:5]=2[CH:6]=1. The catalyst is C1COCC1.CCOC(C)=O. The yield is 0.430. (4) The reactants are CS(O[CH2:6][C@@H:7]1[O:12][CH2:11][CH2:10][N:9]([C:13]([O:15][C:16]([CH3:19])([CH3:18])[CH3:17])=[O:14])[CH2:8]1)(=O)=O.[I-].[Na+].C(=O)([O-])[O-].[K+].[K+].[CH2:28]([O:35][C:36]([N:38]1[CH2:43][CH2:42][NH:41][CH2:40][CH2:39]1)=[O:37])[C:29]1[CH:34]=[CH:33][CH:32]=[CH:31][CH:30]=1. The catalyst is C(#N)CCC.CCCC(C)C.C(OCC)(=O)C.O. The product is [CH2:28]([O:35][C:36]([N:38]1[CH2:43][CH2:42][N:41]([CH2:6][C@@H:7]2[O:12][CH2:11][CH2:10][N:9]([C:13]([O:15][C:16]([CH3:17])([CH3:18])[CH3:19])=[O:14])[CH2:8]2)[CH2:40][CH2:39]1)=[O:37])[C:29]1[CH:34]=[CH:33][CH:32]=[CH:31][CH:30]=1. The yield is 0.700. (5) The reactants are [F:1][C:2]([F:36])([F:35])[C:3]1[CH:4]=[C:5]([C:13]([CH3:34])([CH3:33])[C:14]([N:16]([C:18]2[CH:19]=[N:20][C:21](Cl)=[CH:22][C:23]=2[C:24]2[CH:29]=[CH:28][C:27]([F:30])=[CH:26][C:25]=2[CH3:31])[CH3:17])=[O:15])[CH:6]=[C:7]([C:9]([F:12])([F:11])[F:10])[CH:8]=1.C[O:38][CH2:39][C@@H:40]1[CH2:44][CH2:43][C@@H:42]([CH2:45][O:46]C)[NH:41]1.[OH-].[Na+].B(Br)(Br)Br. The catalyst is [Br-].C([N+](C)(C)C)CCCCCCCCCCCCCCC.ClCCl.CC(C)([P](C(C)(C)C)([Pd][P](C(C)(C)C)(C(C)(C)C)C(C)(C)C)C(C)(C)C)C.C1(C)C=CC=CC=1. The product is [OH:38][CH2:39][C@H:40]1[CH2:44][CH2:43][C@@H:42]([CH2:45][OH:46])[N:41]1[C:21]1[N:20]=[CH:19][C:18]([N:16]([CH3:17])[C:14](=[O:15])[C:13]([C:5]2[CH:4]=[C:3]([C:2]([F:36])([F:35])[F:1])[CH:8]=[C:7]([C:9]([F:12])([F:11])[F:10])[CH:6]=2)([CH3:34])[CH3:33])=[C:23]([C:24]2[CH:29]=[CH:28][C:27]([F:30])=[CH:26][C:25]=2[CH3:31])[CH:22]=1.[OH:38][CH2:39][C@@H:40]1[CH2:44][CH2:43][C@@H:42]([CH2:45][OH:46])[N:41]1[C:21]1[N:20]=[CH:19][C:18]([N:16]([CH3:17])[C:14](=[O:15])[C:13]([C:5]2[CH:4]=[C:3]([C:2]([F:36])([F:35])[F:1])[CH:8]=[C:7]([C:9]([F:12])([F:11])[F:10])[CH:6]=2)([CH3:34])[CH3:33])=[C:23]([C:24]2[CH:29]=[CH:28][C:27]([F:30])=[CH:26][C:25]=2[CH3:31])[CH:22]=1. The yield is 0.0200. (6) The reactants are [Br:1][C:2]1[C:10]2[S:9][C:8]([NH2:11])=[N:7][C:6]=2[CH:5]=[CH:4][CH:3]=1.BrC1C=CC2N=C(N)SC=2C=1.[C:23](OC(=O)C)(=[O:25])[CH3:24].BrC1C=CC2N=C(NC(=O)C)SC=2C=1. The catalyst is CN(C1C=CN=CC=1)C.C(Cl)Cl. The product is [Br:1][C:2]1[C:10]2[S:9][C:8]([NH:11][C:23](=[O:25])[CH3:24])=[N:7][C:6]=2[CH:5]=[CH:4][CH:3]=1. The yield is 0.720. (7) The reactants are FC(F)(F)S(O[C:7]1[CH2:29][CH2:28][C@H:10]2[N:11]([C:16]3[CH:21]=[CH:20][C:19]([C:22]#[N:23])=[C:18]([C:24]([F:27])([F:26])[F:25])[CH:17]=3)[C:12](=[O:15])[N:13]([CH3:14])[C@@H:9]2[CH:8]=1)(=O)=O.C([O-])([O-])=O.[Na+].[Na+].[F:38][C:39]1[CH:40]=[C:41](B(O)O)[CH:42]=[CH:43][C:44]=1[C:45](=[O:48])[NH:46][CH3:47].[Al]. The catalyst is C1COCC1.O.C1C=CC([P]([Pd]([P](C2C=CC=CC=2)(C2C=CC=CC=2)C2C=CC=CC=2)([P](C2C=CC=CC=2)(C2C=CC=CC=2)C2C=CC=CC=2)[P](C2C=CC=CC=2)(C2C=CC=CC=2)C2C=CC=CC=2)(C2C=CC=CC=2)C2C=CC=CC=2)=CC=1. The product is [C:22]([C:19]1[CH:20]=[CH:21][C:16]([N:11]2[C@@H:10]3[CH2:28][CH2:29][C:7]([C:41]4[CH:42]=[CH:43][C:44]([C:45]([NH:46][CH3:47])=[O:48])=[C:39]([F:38])[CH:40]=4)=[CH:8][C@H:9]3[N:13]([CH3:14])[C:12]2=[O:15])=[CH:17][C:18]=1[C:24]([F:26])([F:27])[F:25])#[N:23]. The yield is 0.220.